Predict the reactants needed to synthesize the given product. From a dataset of Full USPTO retrosynthesis dataset with 1.9M reactions from patents (1976-2016). (1) Given the product [CH3:10][C:8]([C:5]1[CH:6]=[CH:7][C:2]([OH:1])=[CH:3][CH:4]=1)([C:11]1[CH:12]=[CH:13][C:14]([OH:17])=[CH:15][CH:16]=1)[CH3:9].[C:14]([OH:17])([OH:24])=[O:23].[Ag:30], predict the reactants needed to synthesize it. The reactants are: [OH:1][C:2]1[CH:7]=[CH:6][C:5]([C:8]([C:11]2[CH:16]=[CH:15][C:14]([OH:17])=[CH:13][CH:12]=2)([CH3:10])[CH3:9])=[CH:4][CH:3]=1.C[N+](C)(C)C.[OH-:23].[OH-:24].[Na+].[N+]([O-])([O-])=O.[Ag+:30]. (2) Given the product [Cl:32][C:29]1[CH:30]=[CH:31][C:26]([O:25][C:23]([NH:21][NH:20][C:18]([C:13]2[NH:14][C:15]3[C:11]([CH:12]=2)=[CH:10][C:9]([Cl:8])=[CH:17][CH:16]=3)=[O:19])=[O:24])=[CH:27][CH:28]=1, predict the reactants needed to synthesize it. The reactants are: C(N(CC)CC)C.[Cl:8][C:9]1[CH:10]=[C:11]2[C:15](=[CH:16][CH:17]=1)[NH:14][C:13]([C:18]([NH:20][NH2:21])=[O:19])=[CH:12]2.Cl[C:23]([O:25][C:26]1[CH:31]=[CH:30][C:29]([Cl:32])=[CH:28][CH:27]=1)=[O:24]. (3) The reactants are: [Cl:1][C:2]1[N:10]=[C:9]2[C:5]([N:6]=[CH:7][NH:8]2)=[C:4](Cl)[N:3]=1.[CH3:12][C@@H:13]1[CH2:18][O:17][CH2:16][CH2:15][NH:14]1.CCN(C(C)C)C(C)C. Given the product [Cl:1][C:2]1[N:10]=[C:9]2[C:5]([N:6]=[CH:7][NH:8]2)=[C:4]([N:14]2[CH2:15][CH2:16][O:17][CH2:18][C@H:13]2[CH3:12])[N:3]=1, predict the reactants needed to synthesize it. (4) Given the product [CH:4]([C:3]1[N:7]=[C:8]([N:10]2[CH2:11][CH2:12][C:13]3([CH2:18][C:17]4([O:36][C:21]5=[CH:22][N:23]=[C:24]([C:26]6[CH2:31][CH2:30][N:29]([S:32]([CH3:35])(=[O:33])=[O:34])[CH2:28][CH:27]=6)[CH:25]=[C:20]5[CH2:19]4)[CH2:16]3)[CH2:14][CH2:15]2)[O:1][N:2]=1)([CH3:6])[CH3:5], predict the reactants needed to synthesize it. The reactants are: [OH:1][NH:2][C:3](=[NH:7])[CH:4]([CH3:6])[CH3:5].[C:8]([N:10]1[CH2:15][CH2:14][C:13]2([CH2:18][C:17]3([O:36][C:21]4=[CH:22][N:23]=[C:24]([C:26]5[CH2:27][CH2:28][N:29]([S:32]([CH3:35])(=[O:34])=[O:33])[CH2:30][CH:31]=5)[CH:25]=[C:20]4[CH2:19]3)[CH2:16]2)[CH2:12][CH2:11]1)#N. (5) The reactants are: C(O[C:6](=O)[N:7]([C@H:9]1[CH2:14][CH2:13][C@H:12]([C:15]#[C:16][CH2:17][CH2:18][CH2:19][Cl:20])[CH2:11][CH2:10]1)C)(C)(C)C.FC(F)(F)C([O-])=O.ClCCCC#C[C@H]1CC[C@H]([NH2+]C)CC1. Given the product [Cl:20][CH2:19][CH2:18][CH2:17][C:16]#[C:15][C@H:12]1[CH2:11][CH2:10][C@H:9]([NH:7][CH3:6])[CH2:14][CH2:13]1, predict the reactants needed to synthesize it. (6) Given the product [N+:8]([C:7]1[C:2]([NH:21][C@H:22]2[CH2:27][CH2:26][C@H:25]([CH2:28][C:29]#[N:30])[CH2:24][CH2:23]2)=[C:3]2[S:13][CH:12]=[CH:11][C:4]2=[N:5][CH:6]=1)([O-:10])=[O:9], predict the reactants needed to synthesize it. The reactants are: Cl[C:2]1[C:7]([N+:8]([O-:10])=[O:9])=[CH:6][N:5]=[C:4]2[CH:11]=[CH:12][S:13][C:3]=12.OC(C(F)(F)F)=O.[NH2:21][C@H:22]1[CH2:27][CH2:26][C@H:25]([CH2:28][C:29]#[N:30])[CH2:24][CH2:23]1.C(N(CC)C(C)C)(C)C. (7) Given the product [Cl:2][C:3]1[CH:8]=[C:7]2[C:6](=[CH:5][CH:4]=1)[N:9]([CH2:11][CH2:12][CH:13]1[CH2:17][CH2:16][CH2:15][CH2:14]1)[CH:21]=[C:22]2[CH2:23][CH2:24][NH:25][CH3:26], predict the reactants needed to synthesize it. The reactants are: Cl.[Cl:2][C:3]1[CH:8]=[CH:7][C:6]([N:9]([CH2:11][CH2:12][CH:13]2[CH2:17][CH2:16][CH2:15][CH2:14]2)N)=[CH:5][CH:4]=1.C(O[CH:21](OCC)[CH2:22][CH2:23][CH2:24][NH:25][CH3:26])C. (8) Given the product [OH:2][C:3]1[CH:8]=[CH:7][C:6]([CH2:9][CH2:10][C:11]2[N:12]([CH2:27][CH2:28][CH3:29])[C:13](=[O:26])[N:14]([C:16]3[CH:21]=[CH:20][C:19]([C:22]([F:25])([F:24])[F:23])=[CH:18][CH:17]=3)[N:15]=2)=[CH:5][CH:4]=1, predict the reactants needed to synthesize it. The reactants are: C[O:2][C:3]1[CH:8]=[CH:7][C:6]([CH2:9][CH2:10][C:11]2[N:12]([CH2:27][CH2:28][CH3:29])[C:13](=[O:26])[N:14]([C:16]3[CH:21]=[CH:20][C:19]([C:22]([F:25])([F:24])[F:23])=[CH:18][CH:17]=3)[N:15]=2)=[CH:5][CH:4]=1.B(Br)(Br)Br. (9) Given the product [CH2:33]([CH:28]([CH2:29][CH2:30][CH2:31][CH3:32])[CH2:27][C:25]1[CH:26]=[C:22]([C:2]2[C:3](=[O:16])[N:4]([CH3:15])[C:5]3[CH:6]=[C:7]([C:22]4[S:23][CH:24]=[C:25]([CH2:27][CH:28]([CH2:33][CH3:34])[CH2:29][CH2:30][CH2:31][CH3:32])[CH:26]=4)[C:8](=[O:13])[N:9]([CH3:12])[C:10]=3[CH:11]=2)[S:23][CH:24]=1)[CH3:34], predict the reactants needed to synthesize it. The reactants are: Br[C:2]1[C:3](=[O:16])[N:4]([CH3:15])[C:5]2[CH:6]=[C:7](Br)[C:8](=[O:13])[N:9]([CH3:12])[C:10]=2[CH:11]=1.C([Sn](CCCC)(CCCC)[C:22]1[S:23][CH:24]=[C:25]([CH2:27][CH:28]([CH2:33][CH3:34])[CH2:29][CH2:30][CH2:31][CH3:32])[CH:26]=1)CCC. (10) Given the product [F:38][C:2]([F:1])([F:37])[C:3]1[CH:4]=[C:5]([C@H:13]([O:15][C@H:16]2[CH2:24][N:23]3[C@@H:18]([CH2:19][CH:20]([C:26]([OH:29])([CH3:28])[CH3:27])[CH2:21][CH2:22]3)[C@@H:17]2[C:30]2[CH:35]=[CH:34][C:33]([F:36])=[CH:32][CH:31]=2)[CH3:14])[CH:6]=[C:7]([C:9]([F:12])([F:10])[F:11])[CH:8]=1, predict the reactants needed to synthesize it. The reactants are: [F:1][C:2]([F:38])([F:37])[C:3]1[CH:4]=[C:5]([C@H:13]([O:15][C@H:16]2[CH2:24][N:23]3[C@@H:18]([CH2:19][CH:20]([C:26]([OH:29])([CH3:28])[CH3:27])[CH2:21][C:22]3=O)[C@@H:17]2[C:30]2[CH:35]=[CH:34][C:33]([F:36])=[CH:32][CH:31]=2)[CH3:14])[CH:6]=[C:7]([C:9]([F:12])([F:11])[F:10])[CH:8]=1.